From a dataset of M1 muscarinic receptor agonist screen with 61,833 compounds. Binary Classification. Given a drug SMILES string, predict its activity (active/inactive) in a high-throughput screening assay against a specified biological target. The molecule is O=c1[nH]c2c(cc1CN(c1ccccc1)C(=O)c1ncccc1)cc(OC)cc2. The result is 0 (inactive).